Dataset: Reaction yield outcomes from USPTO patents with 853,638 reactions. Task: Predict the reaction yield, written as a fraction of the theoretical maximum amount of product (1.0 means a 100% yield; for example, 0.34 means a 34% yield). (1) The reactants are Br[C:2]1[C:3]([NH:9][C:10]2[C:11]([CH3:21])=[C:12]([CH:17]=[C:18]([NH2:20])[CH:19]=2)[C:13]([O:15][CH3:16])=[O:14])=[N:4][CH:5]=[C:6]([CH3:8])[CH:7]=1.C1CCN2C(=NCCC2)CC1.O. The catalyst is CN(C)C(=O)C.C([O-])(=O)C.[Pd+2].C([O-])(=O)C.C1(P(C2CCCCC2)C2C=CC=CC=2C2C=CC=CC=2)CCCCC1. The product is [NH2:20][C:18]1[CH:17]=[C:12]([C:13]([O:15][CH3:16])=[O:14])[C:11]([CH3:21])=[C:10]2[C:19]=1[C:2]1[CH:7]=[C:6]([CH3:8])[CH:5]=[N:4][C:3]=1[NH:9]2. The yield is 0.911. (2) The reactants are [CH3:1][N:2]1[C:10]2[C:5](=[CH:6][CH:7]=[CH:8][C:9]=2[CH3:11])[CH:4]=[C:3]1[CH2:12][NH:13][CH3:14].CNCC1C=CC2C(=CC=CC=2)C=1CCC.[ClH:31].[NH2:32][C:33]1[N:38]=[CH:37][C:36](/[CH:39]=[CH:40]/[C:41]([OH:43])=O)=[CH:35][C:34]=1[CH2:44][N:45]1[CH2:50][CH2:49][O:48][CH2:47][CH2:46]1.Cl.CN1CC2C=C(/C=C/C(O)=O)C=NC=2NC(=O)C1. No catalyst specified. The product is [ClH:31].[NH2:32][C:33]1[N:38]=[CH:37][C:36](/[CH:39]=[CH:40]/[C:41]([N:13]([CH2:12][C:3]2[N:2]([CH3:1])[C:10]3[C:5]([CH:4]=2)=[CH:6][CH:7]=[CH:8][C:9]=3[CH3:11])[CH3:14])=[O:43])=[CH:35][C:34]=1[CH2:44][N:45]1[CH2:50][CH2:49][O:48][CH2:47][CH2:46]1. The yield is 0.800. (3) The reactants are Cl[C:2]1[N:7]=[C:6]([Cl:8])[C:5]([C:9]([F:12])([F:11])[F:10])=[CH:4][N:3]=1.[CH:13]([C@H:16]1[NH:21][CH2:20][CH2:19][N:18]2[C:22]3[CH:28]=[C:27]([S:29]([CH3:32])(=[O:31])=[O:30])[C:26]([C:33]([O:35][CH3:36])=[O:34])=[CH:25][C:23]=3[N:24]=[C:17]12)([CH3:15])[CH3:14]. The catalyst is ClCCCl.CC(O)(C)C.[Cl-].[Cl-].[Zn+2]. The product is [Cl:8][C:6]1[C:5]([C:9]([F:12])([F:11])[F:10])=[CH:4][N:3]=[C:2]([N:21]2[CH2:20][CH2:19][N:18]3[C:22]4[CH:28]=[C:27]([S:29]([CH3:32])(=[O:30])=[O:31])[C:26]([C:33]([O:35][CH3:36])=[O:34])=[CH:25][C:23]=4[N:24]=[C:17]3[C@H:16]2[CH:13]([CH3:15])[CH3:14])[N:7]=1. The yield is 0.426. (4) The reactants are [Br:1][C:2]1[CH:7]=[CH:6][C:5]([CH2:8][C:9](=O)[CH3:10])=[CH:4][CH:3]=1.N.CO.[BH4-].[Na+].[NH4+].[OH-].C([N:21](CC)CC)C.[C:26](O[C:26]([O:28][C:29]([CH3:32])([CH3:31])[CH3:30])=[O:27])([O:28][C:29]([CH3:32])([CH3:31])[CH3:30])=[O:27]. The catalyst is C(O)C.C(Cl)Cl.[Ti]. The product is [Br:1][C:2]1[CH:7]=[CH:6][C:5]([CH2:8][CH:9]([NH:21][C:26](=[O:27])[O:28][C:29]([CH3:32])([CH3:31])[CH3:30])[CH3:10])=[CH:4][CH:3]=1. The yield is 0.570. (5) The reactants are C[O:2][C:3]([C:5]1[N:6]=[C:7]2[CH:12]=[CH:11][C:10]([Cl:13])=[N:9][N:8]2[C:14]=1[CH3:15])=O.[NH3:16]. The catalyst is C(#N)C.O. The product is [Cl:13][C:10]1[CH:11]=[CH:12][C:7]2[N:8]([C:14]([CH3:15])=[C:5]([C:3]([NH2:16])=[O:2])[N:6]=2)[N:9]=1. The yield is 0.500.